The task is: Regression/Classification. Given a drug SMILES string, predict its toxicity properties. Task type varies by dataset: regression for continuous values (e.g., LD50, hERG inhibition percentage) or binary classification for toxic/non-toxic outcomes (e.g., AMES mutagenicity, cardiotoxicity, hepatotoxicity). Dataset: herg_karim.. This data is from hERG potassium channel inhibition data for cardiac toxicity prediction from Karim et al.. (1) The compound is Cc1ccc2c(N3CCN(CCc4cccc5c4OCc4nnnn4-5)CC3)cccc2n1. The result is 1 (blocker). (2) The molecule is CC(C)n1nc(C(=O)NCC2CCN(CCNS(C)(=O)=O)CC2)c2ccccc21. The result is 1 (blocker). (3) The molecule is O=C1CC2CCc3cc(OC4CCN(C5CCC5)CC4)ccc3C2=NN1. The result is 0 (non-blocker). (4) The molecule is C[C@@H](c1ccc(-c2ccc(F)cc2)cc1)[C@H]([NH3+])C(=O)N1CC[C@H](F)C1. The result is 1 (blocker). (5) The molecule is O=C(C1CCN(c2cccc(C(F)(F)F)c2)CC1)N1CCC(NC2CCC(O)(c3ccc(-c4ncccn4)cn3)CC2)C1. The result is 1 (blocker). (6) The molecule is CCCCCCCCc1ccc(CCC(N)(CO)CO)cc1. The result is 0 (non-blocker).